This data is from Reaction yield outcomes from USPTO patents with 853,638 reactions. The task is: Predict the reaction yield, written as a fraction of the theoretical maximum amount of product (1.0 means a 100% yield; for example, 0.34 means a 34% yield). (1) The reactants are [NH:1]([C:12]([O:14][C:15]([CH3:18])([CH3:17])[CH3:16])=[O:13])[C@H:2]([C:9]([OH:11])=[O:10])[CH:3]1[CH2:8][CH2:7][CH2:6][CH2:5][CH2:4]1.[CH3:19]I.[Al]. The catalyst is CC(C)=O.[Ag-]=O. The product is [CH3:19][O:10][C:9](=[O:11])[C@@H:2]([NH:1][C:12]([O:14][C:15]([CH3:18])([CH3:17])[CH3:16])=[O:13])[CH:3]1[CH2:8][CH2:7][CH2:6][CH2:5][CH2:4]1. The yield is 1.00. (2) The reactants are [NH:1]1[CH2:6][CH2:5][O:4][CH2:3][CH2:2]1.C(N(CC)CC)C.[F:14][C:15]1[CH:16]=[CH:17][C:18]([CH3:24])=[C:19]([CH:23]=1)[C:20](Cl)=[O:21]. The catalyst is C(Cl)Cl. The product is [F:14][C:15]1[CH:16]=[CH:17][C:18]([CH3:24])=[C:19]([C:20]([N:1]2[CH2:6][CH2:5][O:4][CH2:3][CH2:2]2)=[O:21])[CH:23]=1. The yield is 0.980. (3) The product is [C:12]([O:11][C:9]([NH:16][CH2:17][CH2:18][C:19]([OH:21])=[O:20])=[O:10])([CH3:13])([CH3:14])[CH3:15]. The yield is 0.942. The reactants are [CH3:13][C:12]([O:11][C:9](O[C:9]([O:11][C:12]([CH3:15])([CH3:14])[CH3:13])=[O:10])=[O:10])([CH3:15])[CH3:14].[NH2:16][CH2:17][CH2:18][C:19]([OH:21])=[O:20].CO.C(O)(=O)CC(CC(O)=O)(C(O)=O)O. The catalyst is [OH-].[Na+].C(Cl)(Cl)Cl.C(OCC)(=O)C.